Dataset: Forward reaction prediction with 1.9M reactions from USPTO patents (1976-2016). Task: Predict the product of the given reaction. (1) The product is: [CH3:13][O:14][C:15](=[O:19])[C:16]([NH:11][CH2:1]/[CH:2]=[C:3](/[CH3:4])\[CH2:5][CH2:6][CH:7]=[C:8]([CH3:10])[CH3:9])=[O:17]. Given the reactants [CH2:1]([NH2:11])/[CH:2]=[C:3](\[CH2:5][CH2:6][CH:7]=[C:8]([CH3:10])[CH3:9])/[CH3:4].[Cl-].[CH3:13][O:14][C:15](=[O:19])[C:16](O)=[O:17], predict the reaction product. (2) Given the reactants [Br:1][C:2]1[C:10]2[C:5](=[N:6][C:7](S(C)(=O)=O)=[N:8][CH:9]=2)[N:4]([CH3:15])[N:3]=1.[NH2:16][CH2:17][CH2:18][N:19]1[CH2:24][CH2:23][O:22][CH2:21][CH2:20]1, predict the reaction product. The product is: [Br:1][C:2]1[C:10]2[C:5](=[N:6][C:7]([NH:16][CH2:17][CH2:18][N:19]3[CH2:24][CH2:23][O:22][CH2:21][CH2:20]3)=[N:8][CH:9]=2)[N:4]([CH3:15])[N:3]=1. (3) Given the reactants [NH2:1][C@@H:2]([C:7]([OH:9])=[O:8])[CH2:3][C:4](=[O:6])[OH:5].N[C@@H](C(O)=O)CC(=O)N.N[C@H](C(O)=O)CC(=O)N.N[C@H](C(O)=O)CCC(=O)O.N[C@@H](C(O)=O)CCC(=O)O.N[C@H](C(O)=O)CCC(=O)N.N[C@@H](C(O)=O)CCC(=O)N, predict the reaction product. The product is: [NH2:1][C@H:2]([C:7]([OH:9])=[O:8])[CH2:3][C:4]([OH:6])=[O:5]. (4) Given the reactants [NH2:1][CH2:2][C:3]1[C:4]([F:15])=[C:5]([C:11]([Cl:14])=[CH:12][CH:13]=1)[C:6]([O:8][CH2:9][CH3:10])=[O:7].[OH:16][CH2:17][C:18]([CH3:23])([CH3:22])[C:19](O)=[O:20].F[P-](F)(F)(F)(F)F.N1(O[P+](N(C)C)(N(C)C)N(C)C)C2C=CC=CC=2N=N1.CCN(C(C)C)C(C)C, predict the reaction product. The product is: [Cl:14][C:11]1[C:5]([C:6]([O:8][CH2:9][CH3:10])=[O:7])=[C:4]([F:15])[C:3]([CH2:2][NH:1][C:17](=[O:16])[C:18]([CH3:23])([CH3:22])[CH2:19][OH:20])=[CH:13][CH:12]=1. (5) Given the reactants [F:1][C:2]1[CH:3]=[C:4]([C:8]2[C:16]3[C:11](=[CH:12][CH:13]=[C:14]([C:17](OC)=[O:18])[CH:15]=3)[N:10]([C:21]([C:34]3[CH:39]=[CH:38][CH:37]=[CH:36][CH:35]=3)([C:28]3[CH:33]=[CH:32][CH:31]=[CH:30][CH:29]=3)[C:22]3[CH:27]=[CH:26][CH:25]=[CH:24][CH:23]=3)[N:9]=2)[CH:5]=[CH:6][CH:7]=1.[H-].[Al+3].[Li+].[H-].[H-].[H-].S([O-])([O-])(=O)=O.[Na+].[Na+], predict the reaction product. The product is: [F:1][C:2]1[CH:3]=[C:4]([C:8]2[C:16]3[C:11](=[CH:12][CH:13]=[C:14]([CH2:17][OH:18])[CH:15]=3)[N:10]([C:21]([C:34]3[CH:35]=[CH:36][CH:37]=[CH:38][CH:39]=3)([C:28]3[CH:29]=[CH:30][CH:31]=[CH:32][CH:33]=3)[C:22]3[CH:27]=[CH:26][CH:25]=[CH:24][CH:23]=3)[N:9]=2)[CH:5]=[CH:6][CH:7]=1. (6) Given the reactants [N:1]1([C:6]([C:8]2[C:21]3[C:12](=[CH:13][C:14]4[C:19]([N:20]=3)=[C:18]([CH3:22])[CH:17]=[CH:16][CH:15]=4)[CH:11]=[CH:10][CH:9]=2)=[O:7])[CH:5]=[CH:4][N:3]=[CH:2]1.NC[CH2:25][N:26]([C:30]1[N:31]=[N+:32]([O-:41])[C:33]2[CH:40]=[CH:39][CH:38]=[CH:37][C:34]=2[N+:35]=1[O-:36])CCN, predict the reaction product. The product is: [O-:41][N+:32]1[C:33]2[CH:40]=[CH:39][CH:38]=[CH:37][C:34]=2[N+:35]([O-:36])=[C:30]([NH:26][CH2:25][CH2:2][NH:3][CH2:4][CH2:5][NH:1][C:6]([C:8]2[C:21]3[C:12](=[CH:13][C:14]4[C:19]([N:20]=3)=[C:18]([CH3:22])[CH:17]=[CH:16][CH:15]=4)[CH:11]=[CH:10][CH:9]=2)=[O:7])[N:31]=1. (7) Given the reactants [C:1]1([C:7]2[O:11][CH:10]=[N:9][CH:8]=2)[CH:6]=[CH:5][CH:4]=[CH:3][CH:2]=1.C([Li])CCC.CN(C1C=CC=CN=1)[CH:19]=[O:20], predict the reaction product. The product is: [C:1]1([C:7]2[O:11][C:10]([CH:19]=[O:20])=[N:9][CH:8]=2)[CH:2]=[CH:3][CH:4]=[CH:5][CH:6]=1. (8) Given the reactants Cl.[CH:2]([C:5]1[CH:6]=[C:7]([C@@H:11]([NH2:13])[CH3:12])[CH:8]=[CH:9][CH:10]=1)([CH3:4])[CH3:3].[CH3:14][O:15][C:16](=[O:43])[C@H:17]([O:21][C:22]1[CH:23]=[C:24]([CH:40]=[CH:41][CH:42]=1)[CH2:25][N:26]1[C:34]2[C:29](=[CH:30][C:31]([C:35](O)=[O:36])=[CH:32][CH:33]=2)[C:28]([CH3:38])=[C:27]1[CH3:39])[CH:18]([CH3:20])[CH3:19], predict the reaction product. The product is: [CH:2]([C:5]1[CH:6]=[C:7]([C@@H:11]([NH:13][C:35]([C:31]2[CH:30]=[C:29]3[C:34](=[CH:33][CH:32]=2)[N:26]([CH2:25][C:24]2[CH:23]=[C:22]([CH:42]=[CH:41][CH:40]=2)[O:21][C@H:17]([CH:18]([CH3:20])[CH3:19])[C:16]([O:15][CH3:14])=[O:43])[C:27]([CH3:39])=[C:28]3[CH3:38])=[O:36])[CH3:12])[CH:8]=[CH:9][CH:10]=1)([CH3:4])[CH3:3]. (9) Given the reactants [C:1]([C:5]1[CH:10]=[CH:9][CH:8]=[C:7]([C:11]([CH3:14])([CH3:13])[CH3:12])[N:6]=1)([CH3:4])([CH3:3])[CH3:2].C1C=C(Cl)C=C(C(OO)=[O:23])C=1, predict the reaction product. The product is: [C:1]([C:5]1[CH:10]=[CH:9][CH:8]=[C:7]([C:11]([CH3:14])([CH3:13])[CH3:12])[N+:6]=1[O-:23])([CH3:4])([CH3:3])[CH3:2]. (10) Given the reactants [N+:1]([C:4]1[CH:9]=[C:8]([S:10][C:11]([F:14])([F:13])[F:12])[CH:7]=[CH:6][C:5]=1[OH:15])([O-])=O.C(OCC)(=O)C.C(O)(=O)C, predict the reaction product. The product is: [NH2:1][C:4]1[CH:9]=[C:8]([S:10][C:11]([F:14])([F:12])[F:13])[CH:7]=[CH:6][C:5]=1[OH:15].